Dataset: Forward reaction prediction with 1.9M reactions from USPTO patents (1976-2016). Task: Predict the product of the given reaction. (1) Given the reactants Br[CH2:2][C:3]([NH:5][C:6]1[CH:11]=[CH:10][CH:9]=[C:8]([C:12]2[CH:21]=[N:20][C:19]3[C:14](=[CH:15][CH:16]=[CH:17][CH:18]=3)[N:13]=2)[CH:7]=1)=[O:4].[C:22]([O-:25])(=[S:24])[CH3:23].[K+], predict the reaction product. The product is: [C:22](=[O:25])([S:24][CH2:2][C:3](=[O:4])[NH:5][C:6]1[CH:11]=[CH:10][CH:9]=[C:8]([C:12]2[CH:21]=[N:20][C:19]3[C:14](=[CH:15][CH:16]=[CH:17][CH:18]=3)[N:13]=2)[CH:7]=1)[CH3:23]. (2) Given the reactants [CH2:1]([C:8]1[C:13](=[O:14])[N:12]([C:15]2[CH:20]=[CH:19][CH:18]=[C:17]([C:21]([OH:23])=O)[CH:16]=2)[C:11]2[N:24]=[CH:25][CH:26]=[CH:27][C:10]=2[N:9]=1)[C:2]1[CH:7]=[CH:6][CH:5]=[CH:4][CH:3]=1.Cl.[CH2:29]([NH2:31])[CH3:30].Cl.C(N=C=NCCCN(C)C)C.C(N(CC)CC)C, predict the reaction product. The product is: [CH2:1]([C:8]1[C:13](=[O:14])[N:12]([C:15]2[CH:20]=[CH:19][CH:18]=[C:17]([C:21](=[O:23])[NH:31][CH2:29][CH3:30])[CH:16]=2)[C:11]2[N:24]=[CH:25][CH:26]=[CH:27][C:10]=2[N:9]=1)[C:2]1[CH:7]=[CH:6][CH:5]=[CH:4][CH:3]=1.